From a dataset of Reaction yield outcomes from USPTO patents with 853,638 reactions. Predict the reaction yield, written as a fraction of the theoretical maximum amount of product (1.0 means a 100% yield; for example, 0.34 means a 34% yield). (1) The reactants are [CH3:1][CH:2]1[CH2:7][CH2:6][CH2:5][CH2:4][NH:3]1.C(=O)([O-])[O-].[Na+].[Na+].[Br:14][C:15]1[CH:16]=[CH:17][C:18](F)=[C:19]([CH:22]=1)[CH:20]=[O:21]. The catalyst is CS(C)=O.O. The product is [Br:14][C:15]1[CH:16]=[CH:17][C:18]([N:3]2[CH2:4][CH2:5][CH2:6][CH2:7][CH:2]2[CH3:1])=[C:19]([CH:22]=1)[CH:20]=[O:21]. The yield is 0.890. (2) The product is [CH2:17]([CH:21]1[CH2:22][CH:23]2[N:28]([CH2:2][C@@H:3]([CH3:16])[CH2:4][N:5]3[C:10]4[CH:11]=[CH:12][CH:13]=[CH:14][C:9]=4[S:8][CH2:7][C:6]3=[O:15])[CH:26]([CH2:25][CH2:24]2)[CH2:27]1)[CH2:18][CH2:19][CH3:20]. The yield is 0.400. The catalyst is CC#N. The reactants are I[CH2:2][C@@H:3]([CH3:16])[CH2:4][N:5]1[C:10]2[CH:11]=[CH:12][CH:13]=[CH:14][C:9]=2[S:8][CH2:7][C:6]1=[O:15].[CH2:17]([CH:21]1[CH2:27][CH:26]2[NH:28][CH:23]([CH2:24][CH2:25]2)[CH2:22]1)[CH2:18][CH2:19][CH3:20]. (3) The reactants are [NH2:1][C:2]1[CH:7]=[CH:6][C:5]([C:8]2[CH2:13][CH2:12][N:11](C(OC(C)(C)C)=O)[CH2:10][CH:9]=2)=[CH:4][C:3]=1[N+:21]([O-:23])=[O:22].FC(F)(F)C(O)=O. The catalyst is ClCCCl. The product is [N+:21]([C:3]1[CH:4]=[C:5]([C:8]2[CH2:13][CH2:12][NH:11][CH2:10][CH:9]=2)[CH:6]=[CH:7][C:2]=1[NH2:1])([O-:23])=[O:22]. The yield is 1.00. (4) The catalyst is ClCCCl. The yield is 0.100. The product is [OH:33][C:26]1([C:9]2[C:8]([OH:11])=[CH:7][C:6]3[C:2]([CH3:1])=[N:3][O:4][C:5]=3[CH:10]=2)[C:27]2[C:32](=[CH:31][CH:30]=[CH:29][CH:28]=2)[N:24]([CH2:23][C:22]2[CH:21]=[CH:20][C:19]([O:18][CH3:17])=[CH:36][CH:35]=2)[C:25]1=[O:34]. The reactants are [CH3:1][C:2]1[C:6]2[CH:7]=[C:8]([OH:11])[CH:9]=[CH:10][C:5]=2[O:4][N:3]=1.C([Mg]Cl)(C)C.[CH3:17][O:18][C:19]1[CH:36]=[CH:35][C:22]([CH2:23][N:24]2[C:32]3[C:27](=[CH:28][CH:29]=[CH:30][CH:31]=3)[C:26](=[O:33])[C:25]2=[O:34])=[CH:21][CH:20]=1.Cl.